From a dataset of Forward reaction prediction with 1.9M reactions from USPTO patents (1976-2016). Predict the product of the given reaction. (1) The product is: [CH3:6][O:7][C:8]1[CH:15]=[CH:14][CH:13]=[CH:12][C:9]=1[CH:10]([OH:11])[CH:3]([CH3:4])[CH3:2]. Given the reactants O1C[CH2:4][CH2:3][CH2:2]1.[CH3:6][O:7][C:8]1[CH:15]=[CH:14][CH:13]=[CH:12][C:9]=1[CH:10]=[O:11].C([Mg]Br)(C)C.Cl, predict the reaction product. (2) Given the reactants P(Cl)(Cl)([Cl:3])=O.[N+:6]([C:9]1[CH:10]=[N:11][C:12]2[C:17]([C:18]=1O)=[CH:16][CH:15]=[CH:14][CH:13]=2)([O-:8])=[O:7], predict the reaction product. The product is: [Cl:3][C:18]1[C:17]2[C:12](=[CH:13][CH:14]=[CH:15][CH:16]=2)[N:11]=[CH:10][C:9]=1[N+:6]([O-:8])=[O:7]. (3) Given the reactants [CH2:1]([O:3][C:4]1([CH2:15][OH:16])[CH2:9][O:8][C:7]([O:12][CH2:13][CH3:14])([CH2:10][OH:11])[CH2:6][O:5]1)[CH3:2].[OH-].[K+].[CH2:19](Br)[C:20]1[CH:25]=[CH:24][CH:23]=[CH:22][CH:21]=1.O, predict the reaction product. The product is: [CH2:19]([O:16][CH2:15][C:4]1([O:3][CH2:1][CH3:2])[CH2:9][O:8][C:7]([CH2:10][O:11][CH2:19][C:20]2[CH:25]=[CH:24][CH:23]=[CH:22][CH:21]=2)([O:12][CH2:13][CH3:14])[CH2:6][O:5]1)[C:20]1[CH:25]=[CH:24][CH:23]=[CH:22][CH:21]=1.